Dataset: Peptide-MHC class II binding affinity with 134,281 pairs from IEDB. Task: Regression. Given a peptide amino acid sequence and an MHC pseudo amino acid sequence, predict their binding affinity value. This is MHC class II binding data. The peptide sequence is RIDTPDKLTGPFTVR. The MHC is DRB1_0301 with pseudo-sequence DRB1_0301. The binding affinity (normalized) is 0.209.